From a dataset of Forward reaction prediction with 1.9M reactions from USPTO patents (1976-2016). Predict the product of the given reaction. (1) Given the reactants Cl.Cl.[NH2:3][C@@:4]([C@@H:15]1[CH2:19][CH2:18][NH:17][CH2:16]1)([CH2:8][CH2:9][CH2:10][CH2:11][B:12]([OH:14])[OH:13])[C:5]([OH:7])=[O:6].C(N(CC)CC)C.[CH3:27][N:28](C)[CH:29]=[O:30].[N-]=C=O.[Cl:35][C:36]1[CH:41]=[CH:40]C=[CH:38][CH:37]=1, predict the reaction product. The product is: [NH2:3][C:4]([C@H:15]1[CH2:19][CH2:18][N:17]([C:29](=[O:30])[NH:28][C:27]2[CH:40]=[CH:41][C:36]([Cl:35])=[CH:37][CH:38]=2)[CH2:16]1)([CH2:8][CH2:9][CH2:10][CH2:11][B:12]([OH:14])[OH:13])[C:5]([OH:7])=[O:6]. (2) Given the reactants C(N(CC)CC)C.[NH2:8][C:9]1[C:10]([O:26][CH3:27])=[C:11]([NH:19][S:20]([N:23]([CH3:25])[CH3:24])(=[O:22])=[O:21])[CH:12]=[C:13]([C:15]([CH3:18])([CH3:17])[CH3:16])[CH:14]=1.[CH3:28][O:29][C:30]1[CH:31]=[C:32]([NH:47][C:48]2[N:53]=[C:52]([O:54][C:55]3[C:64]4[C:59](=[CH:60][CH:61]=[CH:62][CH:63]=4)[C:58]([NH:65][C:66](=O)[O:67]C4C=CC=CC=4)=[CH:57][CH:56]=3)[CH:51]=[CH:50][N:49]=2)[CH:33]=[C:34]([O:36][CH2:37][CH2:38][O:39][CH2:40][CH2:41][O:42][CH2:43][CH2:44][O:45][CH3:46])[CH:35]=1, predict the reaction product. The product is: [C:15]([C:13]1[CH:14]=[C:9]([NH:8][C:66]([NH:65][C:58]2[C:59]3[C:64](=[CH:63][CH:62]=[CH:61][CH:60]=3)[C:55]([O:54][C:52]3[CH:51]=[CH:50][N:49]=[C:48]([NH:47][C:32]4[CH:33]=[C:34]([O:36][CH2:37][CH2:38][O:39][CH2:40][CH2:41][O:42][CH2:43][CH2:44][O:45][CH3:46])[CH:35]=[C:30]([O:29][CH3:28])[CH:31]=4)[N:53]=3)=[CH:56][CH:57]=2)=[O:67])[C:10]([O:26][CH3:27])=[C:11]([NH:19][S:20]([N:23]([CH3:25])[CH3:24])(=[O:22])=[O:21])[CH:12]=1)([CH3:18])([CH3:17])[CH3:16]. (3) Given the reactants [CH3:1][O:2][C:3]1[CH:8]=[CH:7][C:6]([C:9]2[C:17]3[C:12](=[C:13]([C:18]([F:21])([F:20])[F:19])[CH:14]=[CH:15][CH:16]=3)[NH:11][N:10]=2)=[CH:5][CH:4]=1.[H-].[Na+].I[CH2:25][CH2:26][CH3:27], predict the reaction product. The product is: [CH3:1][O:2][C:3]1[CH:4]=[CH:5][C:6]([C:9]2[C:17]3[C:12](=[C:13]([C:18]([F:21])([F:19])[F:20])[CH:14]=[CH:15][CH:16]=3)[N:11]([CH2:25][CH2:26][CH3:27])[N:10]=2)=[CH:7][CH:8]=1. (4) The product is: [CH3:1][O:2][C:3](=[O:12])[C:4]1[CH:9]=[CH:8][C:7]([CH2:10][Br:13])=[C:6]([Br:11])[CH:5]=1. Given the reactants [CH3:1][O:2][C:3](=[O:12])[C:4]1[CH:9]=[CH:8][C:7]([CH3:10])=[C:6]([Br:11])[CH:5]=1.[Br:13]N1C(=O)CCC1=O, predict the reaction product. (5) Given the reactants C[Si](C)(C)[O-].[K+].[CH:7]1([S:10]([N:13]2[C:17]3[C:18]4[O:22][CH:21]=[CH:20][C:19]=4[C:23]([F:26])=[C:24]([F:25])[C:16]=3[N:15]([C:27]3[CH:32]=[CH:31][C:30]([I:33])=[CH:29][C:28]=3[F:34])C2=O)(=[O:12])=[O:11])[CH2:9][CH2:8]1.C(OCC)(=O)C, predict the reaction product. The product is: [F:26][C:23]1[C:19]2[CH:20]=[CH:21][O:22][C:18]=2[C:17]([NH:13][S:10]([CH:7]2[CH2:8][CH2:9]2)(=[O:12])=[O:11])=[C:16]([NH:15][C:27]2[CH:32]=[CH:31][C:30]([I:33])=[CH:29][C:28]=2[F:34])[C:24]=1[F:25]. (6) Given the reactants [F:1][C:2]1[C:3]([CH:21]([OH:23])[CH3:22])=[C:4]([CH:8]2[O:13][C:12]3[CH:14]=[CH:15][CH:16]=[C:17]([C:18]([NH2:20])=[O:19])[C:11]=3[O:10][CH2:9]2)[CH:5]=[N:6][CH:7]=1.CC(OI1(OC(C)=O)(OC(C)=O)OC(=O)C2C=CC=CC1=2)=O.FC(F)(F)C(O)=O.[OH-].[Na+].[O-]S([O-])(=S)=O.[Na+].[Na+], predict the reaction product. The product is: [C:21]([C:3]1[C:2]([F:1])=[CH:7][N:6]=[CH:5][C:4]=1[CH:8]1[O:13][C:12]2[CH:14]=[CH:15][CH:16]=[C:17]([C:18]([NH2:20])=[O:19])[C:11]=2[O:10][CH2:9]1)(=[O:23])[CH3:22].